Predict the product of the given reaction. From a dataset of Forward reaction prediction with 1.9M reactions from USPTO patents (1976-2016). (1) Given the reactants [NH2:1][CH2:2][CH2:3][C:4]([OH:6])=[O:5].[Cl:7][Si](C)(C)C.[CH2:12](O)[CH3:13], predict the reaction product. The product is: [ClH:7].[CH2:12]([O:5][C:4](=[O:6])[CH2:3][CH2:2][NH2:1])[CH3:13]. (2) Given the reactants [Cl:1][C:2]1[CH:24]=[CH:23][C:5]2[S:6][CH:7]=[C:8]([CH2:9][N:10]3[C:18]4[C:13](=[CH:14][CH:15]=[CH:16][CH:17]=4)[C:12]([CH2:19][C:20]([OH:22])=O)=[CH:11]3)[C:4]=2[CH:3]=1.C1N(P(Cl)(N2C(=O)OCC2)=O)C(=O)OC1.C(N(CC)CC)C.Cl.[NH2:48][NH:49][C:50]([NH2:52])=[O:51], predict the reaction product. The product is: [Cl:1][C:2]1[CH:24]=[CH:23][C:5]2[S:6][CH:7]=[C:8]([CH2:9][N:10]3[C:18]4[C:13](=[CH:14][CH:15]=[CH:16][CH:17]=4)[C:12]([CH2:19][C:20]([NH:48][NH:49][C:50]([NH2:52])=[O:51])=[O:22])=[CH:11]3)[C:4]=2[CH:3]=1. (3) Given the reactants [C:1]([O:5][C:6]([NH:8][CH2:9][CH2:10][C:11]([OH:13])=O)=[O:7])([CH3:4])([CH3:3])[CH3:2].CN1CCOCC1.C(Cl)(=O)OCC(C)C.Cl.[C:30]12([CH2:40][CH2:41][NH:42][CH2:43][CH2:44][CH2:45][CH2:46][CH3:47])[CH2:39][CH:34]3[CH2:35][CH:36]([CH2:38][CH:32]([CH2:33]3)[CH2:31]1)[CH2:37]2.C(=O)([O-])O.[Na+], predict the reaction product. The product is: [C:30]12([CH2:40][CH2:41][N:42]([CH2:43][CH2:44][CH2:45][CH2:46][CH3:47])[C:11](=[O:13])[CH2:10][CH2:9][NH:8][C:6]([O:5][C:1]([CH3:2])([CH3:3])[CH3:4])=[O:7])[CH2:37][CH:36]3[CH2:35][CH:34]([CH2:33][CH:32]([CH2:38]3)[CH2:31]1)[CH2:39]2. (4) Given the reactants [N:1]1[CH:6]=[CH:5][CH:4]=[C:3]([O:7][C:8]([N:10]2[CH2:15][CH2:14][CH:13]([C:16]([OH:18])=O)[CH2:12][CH2:11]2)=[O:9])[CH:2]=1.C1C=CC2N(O)N=NC=2C=1.CCN=C=NCCCN(C)C.Cl.Cl.[NH2:42][CH2:43][C:44]([C:46]1[CH:51]=[CH:50][CH:49]=[CH:48][C:47]=1[F:52])=[O:45], predict the reaction product. The product is: [F:52][C:47]1[CH:48]=[CH:49][CH:50]=[CH:51][C:46]=1[C:44](=[O:45])[CH2:43][NH:42][C:16]([CH:13]1[CH2:12][CH2:11][N:10]([C:8]([O:7][C:3]2[CH:2]=[N:1][CH:6]=[CH:5][CH:4]=2)=[O:9])[CH2:15][CH2:14]1)=[O:18]. (5) The product is: [C:61]([C:59]1[CH:58]=[C:54]([CH:53]=[C:52]([C:48]([CH3:51])([CH3:50])[CH3:49])[CH:60]=1)[C:55]([O:1][N:2]=[C:3]([NH2:14])[CH2:4][C:5]1[CH:6]=[CH:7][C:8]([N+:11]([O-:13])=[O:12])=[CH:9][CH:10]=1)=[O:56])([CH3:64])([CH3:63])[CH3:62]. Given the reactants [OH:1][N:2]=[C:3]([NH2:14])[CH2:4][C:5]1[CH:10]=[CH:9][C:8]([N+:11]([O-:13])=[O:12])=[CH:7][CH:6]=1.CN(C(ON1N=NC2C=CC=CC1=2)=[N+](C)C)C.F[P-](F)(F)(F)(F)F.C(N(C(C)C)CC)(C)C.[C:48]([C:52]1[CH:53]=[C:54]([CH:58]=[C:59]([C:61]([CH3:64])([CH3:63])[CH3:62])[CH:60]=1)[C:55](O)=[O:56])([CH3:51])([CH3:50])[CH3:49], predict the reaction product. (6) Given the reactants [OH:1][C:2]1[CH:7]=[CH:6][C:5]([CH:8]([NH2:11])[CH2:9][CH3:10])=[CH:4][CH:3]=1.Cl.OC1C=CC(C(N)CC)=CC=1.[CH:24]1[N:29]=[C:28](Cl)[C:27]2[N:31]=[CH:32][N:33]([C@@H:34]3[O:38][C@H:37]([CH2:39][OH:40])[C@@H:36]([OH:41])[C@H:35]3[OH:42])[C:26]=2[N:25]=1.C(N(CC)CC)C, predict the reaction product. The product is: [OH:1][C:2]1[CH:3]=[CH:4][C:5]([CH:8]([NH:11][C:28]2[C:27]3[N:31]=[CH:32][N:33]([C:26]=3[N:25]=[CH:24][N:29]=2)[C@@H:34]2[O:38][C@H:37]([CH2:39][OH:40])[C@@H:36]([OH:41])[C@H:35]2[OH:42])[CH2:9][CH3:10])=[CH:6][CH:7]=1.